Predict the reactants needed to synthesize the given product. From a dataset of Full USPTO retrosynthesis dataset with 1.9M reactions from patents (1976-2016). (1) Given the product [NH:14]1[CH2:15][CH2:16][CH:11]([C:3]2[CH:2]=[N:1][C:10]3[C:5]([CH:4]=2)=[CH:6][CH:7]=[CH:8][CH:9]=3)[CH2:12][CH2:13]1, predict the reactants needed to synthesize it. The reactants are: [N:1]1[C:10]2[C:5](=[CH:6][CH:7]=[CH:8][CH:9]=2)[CH:4]=[C:3]([C:11]2[CH2:16][CH2:15][N:14](C(OC(C)(C)C)=O)[CH2:13][CH:12]=2)[CH:2]=1.[H][H]. (2) Given the product [CH3:1][N:2]([CH3:31])[CH2:3][CH2:4][N:5]1[C:9]2=[CH:10][CH:11]=[C:12]3[C:17]([N:16]=[C:15]([C:18]4[CH:19]=[CH:20][C:21]([NH:22][C:32](=[O:36])[CH2:33][CH2:34][CH3:35])=[CH:23][CH:24]=4)[N:14]=[C:13]3[N:25]3[CH2:30][CH2:29][O:28][CH2:27][CH2:26]3)=[C:8]2[CH:7]=[CH:6]1, predict the reactants needed to synthesize it. The reactants are: [CH3:1][N:2]([CH3:31])[CH2:3][CH2:4][N:5]1[C:9]2=[CH:10][CH:11]=[C:12]3[C:17]([N:16]=[C:15]([C:18]4[CH:24]=[CH:23][C:21]([NH2:22])=[CH:20][CH:19]=4)[N:14]=[C:13]3[N:25]3[CH2:30][CH2:29][O:28][CH2:27][CH2:26]3)=[C:8]2[CH:7]=[CH:6]1.[C:32](Cl)(=[O:36])[CH2:33][CH2:34][CH3:35]. (3) Given the product [N:14]1([C:17]([C:19]([NH:22][C:23]([CH2:25][CH2:26][CH2:27][C:28]2[CH:29]=[CH:30][C:31]([CH2:34][CH2:35][C:36]3[CH:44]=[CH:43][CH:42]=[C:41]4[C:37]=3[C:38]([O:45][C@@H:46]3[O:72][C@H:71]([CH2:73][O:74][C:75](=[O:80])[C:76]([CH3:79])([CH3:78])[CH3:77])[C@@H:63]([O:64][C:65](=[O:70])[C:66]([CH3:69])([CH3:68])[CH3:67])[C@H:55]([O:56][C:57](=[O:62])[C:58]([CH3:59])([CH3:60])[CH3:61])[C@H:47]3[O:48][C:49](=[O:54])[C:50]([CH3:51])([CH3:52])[CH3:53])=[N:39][NH:40]4)=[CH:32][CH:33]=2)=[O:24])([CH3:21])[CH3:20])=[O:18])[CH2:15][CH2:16][NH:11][CH2:12][CH2:13]1, predict the reactants needed to synthesize it. The reactants are: C(OC([N:11]1[CH2:16][CH2:15][N:14]([C:17]([C:19]([NH:22][C:23]([CH2:25]/[CH:26]=[CH:27]/[C:28]2[CH:33]=[CH:32][C:31]([C:34]#[C:35][C:36]3[CH:44]=[CH:43][CH:42]=[C:41]4[C:37]=3[C:38]([O:45][C@@H:46]3[O:72][C@H:71]([CH2:73][O:74][C:75](=[O:80])[C:76]([CH3:79])([CH3:78])[CH3:77])[C@@H:63]([O:64][C:65](=[O:70])[C:66]([CH3:69])([CH3:68])[CH3:67])[C@H:55]([O:56][C:57](=[O:62])[C:58]([CH3:61])([CH3:60])[CH3:59])[C@H:47]3[O:48][C:49](=[O:54])[C:50]([CH3:53])([CH3:52])[CH3:51])=[N:39][NH:40]4)=[CH:30][CH:29]=2)=[O:24])([CH3:21])[CH3:20])=[O:18])[CH2:13][CH2:12]1)=O)C1C=CC=CC=1. (4) Given the product [C:17]([C:14]1[CH:13]=[C:12]([CH3:21])[CH:11]=[C:10]([C:6]([CH3:9])([CH3:8])[CH3:7])[C:15]=1[O:16][C:25]([CH:22]1[CH2:24][CH2:23]1)=[O:26])([CH3:20])([CH3:19])[CH3:18], predict the reactants needed to synthesize it. The reactants are: [Li]CCCC.[C:6]([C:10]1[C:15]([OH:16])=[C:14]([C:17]([CH3:20])([CH3:19])[CH3:18])[CH:13]=[C:12]([CH3:21])[CH:11]=1)([CH3:9])([CH3:8])[CH3:7].[CH:22]1([C:25](Cl)=[O:26])[CH2:24][CH2:23]1.[NH4+].[Cl-]. (5) Given the product [NH2:31][C@H:30]1[CH2:1][CH2:3][C@H:4]([NH:11][C:24]2[N:23]=[CH:22][C:21]3[CH2:20][CH2:19][C:18]4[C:14]([C:12]([NH:11][C:4]5[C:3]([CH2:1][CH3:2])=[CH:8][CH:7]=[CH:6][C:5]=5[CH2:9][CH3:10])=[O:13])=[N:15][N:16]([CH3:28])[C:17]=4[C:26]=3[N:25]=2)[CH2:5][CH2:29]1, predict the reactants needed to synthesize it. The reactants are: [CH2:1]([C:3]1[CH:8]=[CH:7][CH:6]=[C:5]([CH2:9][CH3:10])[C:4]=1[NH:11][C:12]([C:14]1[C:18]2[CH2:19][CH2:20][C:21]3[CH:22]=[N:23][C:24](I)=[N:25][C:26]=3[C:17]=2[N:16]([CH3:28])[N:15]=1)=[O:13])[CH3:2].[CH3:29][C:30]#[N:31]. (6) Given the product [CH3:25][O:24][C:22]([C:19]1[CH:20]=[C:21]2[C:16](/[C:15](=[C:3]3/[N:2]([CH3:1])[CH2:6][CH2:5][CH2:4]/3)/[CH:14]=[N:13]2)=[CH:17][CH:18]=1)=[O:23], predict the reactants needed to synthesize it. The reactants are: [CH3:1][N:2]1[CH2:6][CH2:5][CH2:4][C:3]1=O.P(Cl)(Cl)(Cl)=O.[NH:13]1[C:21]2[C:16](=[CH:17][CH:18]=[C:19]([C:22]([O:24][CH3:25])=[O:23])[CH:20]=2)[CH:15]=[CH:14]1.C([O-])([O-])=O.[Na+].[Na+]. (7) Given the product [C:1]([O:5][C:6](=[O:20])[NH:7][C:8]1[CH:13]=[CH:12][C:11]([C:14]2[S:15][CH:16]=[CH:17][CH:18]=2)=[CH:10][C:9]=1[NH:19][C:26]([C:25]1[CH:24]=[N:23][C:22]([Cl:21])=[CH:29][CH:28]=1)=[O:32])([CH3:4])([CH3:2])[CH3:3], predict the reactants needed to synthesize it. The reactants are: [C:1]([O:5][C:6](=[O:20])[NH:7][C:8]1[CH:13]=[CH:12][C:11]([C:14]2[S:15][CH:16]=[CH:17][CH:18]=2)=[CH:10][C:9]=1[NH2:19])([CH3:4])([CH3:3])[CH3:2].[Cl:21][C:22]1[CH:29]=[CH:28][C:25]([CH2:26]Cl)=[CH:24][N:23]=1.CC[O:32]C(C)=O.